This data is from Reaction yield outcomes from USPTO patents with 853,638 reactions. The task is: Predict the reaction yield, written as a fraction of the theoretical maximum amount of product (1.0 means a 100% yield; for example, 0.34 means a 34% yield). The reactants are [C:1]([CH:3]1[CH2:6][N:5]([C:7](=[O:31])[C@H:8]([NH:10][C:11]([C:13]2[C:21]3[C:16](=[N:17][CH:18]=[C:19](Br)[N:20]=3)[N:15]([CH2:23][O:24][CH2:25][CH2:26][Si:27]([CH3:30])([CH3:29])[CH3:28])[CH:14]=2)=[O:12])[CH3:9])[CH2:4]1)#[N:2].[C:32]([C:35]1[CH:36]=[C:37](B(O)O)[CH:38]=[CH:39][CH:40]=1)([OH:34])=[O:33].C([O-])([O-])=O.[Na+].[Na+].Cl. The catalyst is O.C1C=CC([P]([Pd]([P](C2C=CC=CC=2)(C2C=CC=CC=2)C2C=CC=CC=2)([P](C2C=CC=CC=2)(C2C=CC=CC=2)C2C=CC=CC=2)[P](C2C=CC=CC=2)(C2C=CC=CC=2)C2C=CC=CC=2)(C2C=CC=CC=2)C2C=CC=CC=2)=CC=1. The product is [C:1]([CH:3]1[CH2:6][N:5]([C:7](=[O:31])[C@H:8]([NH:10][C:11]([C:13]2[C:21]3[C:16](=[N:17][CH:18]=[C:19]([C:39]4[CH:40]=[C:35]([CH:36]=[CH:37][CH:38]=4)[C:32]([OH:34])=[O:33])[N:20]=3)[N:15]([CH2:23][O:24][CH2:25][CH2:26][Si:27]([CH3:30])([CH3:29])[CH3:28])[CH:14]=2)=[O:12])[CH3:9])[CH2:4]1)#[N:2]. The yield is 0.670.